Dataset: Forward reaction prediction with 1.9M reactions from USPTO patents (1976-2016). Task: Predict the product of the given reaction. (1) The product is: [CH3:1][C:2]1([CH3:23])[O:3][CH2:4][C:5]2([C:13]3[C:8](=[CH:9][C:10]([N:14]4[CH2:15][CH2:16][O:17][CH2:18][CH2:19]4)=[CH:11][CH:12]=3)[NH:7][CH2:6]2)[CH2:21][O:22]1. Given the reactants [CH3:1][C:2]1([CH3:23])[O:22][CH2:21][C:5]2([C:13]3[C:8](=[CH:9][C:10]([N:14]4[CH2:19][CH2:18][O:17][CH2:16][CH2:15]4)=[CH:11][CH:12]=3)[NH:7][C:6]2=O)[CH2:4][O:3]1.[H-].COCCO[Al+]OCCOC.[Na+].[H-].[OH-].[Na+], predict the reaction product. (2) Given the reactants C([O:3][P:4]([CH2:9][O:10][CH2:11][CH2:12][NH:13][OH:14])(=[O:8])[O:5]CC)C.N1C(C)=CC(C)=CC=1C, predict the reaction product. The product is: [OH:14][NH:13][CH2:12][CH2:11][O:10][CH2:9][P:4](=[O:3])([OH:8])[OH:5]. (3) Given the reactants [CH2:1]([O:8][C:9]([NH:11][C@H:12]1[CH2:17][CH2:16][CH2:15][CH2:14][C@H:13]1[CH2:18][NH:19][CH2:20][C:21]([O:23][CH2:24][CH3:25])=[O:22])=[O:10])[C:2]1[CH:7]=[CH:6][CH:5]=[CH:4][CH:3]=1.[C:26](O[C:26]([O:28][C:29]([CH3:32])([CH3:31])[CH3:30])=[O:27])([O:28][C:29]([CH3:32])([CH3:31])[CH3:30])=[O:27].C(N(CC)CC)C, predict the reaction product. The product is: [CH2:1]([O:8][C:9]([NH:11][C@H:12]1[CH2:17][CH2:16][CH2:15][CH2:14][C@H:13]1[CH2:18][N:19]([CH2:20][C:21]([O:23][CH2:24][CH3:25])=[O:22])[C:26]([O:28][C:29]([CH3:32])([CH3:31])[CH3:30])=[O:27])=[O:10])[C:2]1[CH:3]=[CH:4][CH:5]=[CH:6][CH:7]=1. (4) Given the reactants C([O-])(O)=O.[Na+].[CH3:18][C:17]([O:16][C:14](O[C:14]([O:16][C:17]([CH3:20])([CH3:19])[CH3:18])=[O:15])=[O:15])([CH3:20])[CH3:19].[Br:21][C:22]1[CH:23]=[C:24]2[C:35]3([CH2:40][CH2:39][S:38][C:37]([NH2:41])=[N:36]3)[C:34]3[C:29](=[CH:30][CH:31]=[C:32]([I:42])[CH:33]=3)[O:28][C:25]2=[N:26][CH:27]=1, predict the reaction product. The product is: [C:17]([O:16][C:14](=[O:15])[NH:41][C:37]1[S:38][CH2:39][CH2:40][C:35]2([C:24]3[C:25](=[N:26][CH:27]=[C:22]([Br:21])[CH:23]=3)[O:28][C:29]3[C:34]2=[CH:33][C:32]([I:42])=[CH:31][CH:30]=3)[N:36]=1)([CH3:18])([CH3:19])[CH3:20].